From a dataset of Full USPTO retrosynthesis dataset with 1.9M reactions from patents (1976-2016). Predict the reactants needed to synthesize the given product. (1) Given the product [CH:17]1([CH2:23][NH:24][C:10](=[O:11])[C:9]2[CH:13]=[CH:14][C:15]([F:16])=[C:7]([F:6])[CH:8]=2)[CH2:22][CH2:21][CH2:20][CH2:19][CH2:18]1, predict the reactants needed to synthesize it. The reactants are: C1COCC1.[F:6][C:7]1[CH:8]=[C:9]([CH:13]=[CH:14][C:15]=1[F:16])[C:10](Cl)=[O:11].[CH:17]1([CH2:23][NH2:24])[CH2:22][CH2:21][CH2:20][CH2:19][CH2:18]1.C(N(CC)CC)C. (2) Given the product [N:1]1[CH:6]=[CH:5][CH:4]=[CH:3][C:2]=1[C@H:7]([OH:9])[CH3:8], predict the reactants needed to synthesize it. The reactants are: [N:1]1[CH:6]=[CH:5][CH:4]=[CH:3][C:2]=1[CH:7]([OH:9])[CH3:8].C(OC=C)(=O)C.N1C=CC=CC=1[C@H](OC(=O)C)C.C(=O)([O-])[O-].[K+].[K+]. (3) Given the product [S:36]([CH2:35][CH2:34][NH:33][C:27]([C:20]1[CH:21]=[CH:22][C:23]2[C@@H:24]3[C@H:15]([C@H:12]4[C@@:10]([CH2:26][CH2:25]3)([CH3:11])[C:9]([C:5]3[CH:6]=[N:7][CH:8]=[C:3]([C:2]([F:30])([F:31])[F:1])[CH:4]=3)=[CH:14][CH2:13]4)[CH2:16][CH2:17][C:18]=2[CH:19]=1)=[O:29])(=[O:38])(=[O:37])[NH2:39], predict the reactants needed to synthesize it. The reactants are: [F:1][C:2]([F:31])([F:30])[C:3]1[CH:4]=[C:5]([C:9]2[C@:10]3([CH2:26][CH2:25][C@H:24]4[C@@H:15]([CH2:16][CH2:17][C:18]5[CH:19]=[C:20]([C:27]([OH:29])=O)[CH:21]=[CH:22][C:23]=54)[C@@H:12]3[CH2:13][CH:14]=2)[CH3:11])[CH:6]=[N:7][CH:8]=1.Cl.[NH2:33][CH2:34][CH2:35][S:36]([NH2:39])(=[O:38])=[O:37]. (4) The reactants are: [C:12]([O:11][C:9](O[C:9]([O:11][C:12]([CH3:15])([CH3:14])[CH3:13])=[O:10])=[O:10])([CH3:15])([CH3:14])[CH3:13].[NH2:16][C:17]1[CH:32]=[CH:31][C:20]([O:21][C:22]2[CH:27]=[CH:26][N:25]=[C:24]([C:28]([NH2:30])=[O:29])[CH:23]=2)=[CH:19][C:18]=1[F:33].C(OCC)(=O)C. Given the product [C:12]([O:11][C:9](=[O:10])[NH:16][C:17]1[CH:32]=[CH:31][C:20]([O:21][C:22]2[CH:27]=[CH:26][N:25]=[C:24]([C:28](=[O:29])[NH2:30])[CH:23]=2)=[CH:19][C:18]=1[F:33])([CH3:13])([CH3:14])[CH3:15], predict the reactants needed to synthesize it. (5) The reactants are: [Br:1][C:2]1[CH:7]=[CH:6][C:5]([N:8]([CH2:17][C:18]2[CH:23]=[CH:22][C:21]([O:24][CH3:25])=[CH:20][CH:19]=2)[CH2:9][CH2:10][CH2:11][CH2:12][CH2:13][C:14]([OH:16])=[O:15])=[C:4]([CH:26]=[O:27])[CH:3]=1.[C:28](=O)([O-])[O-].[K+].[K+].IC.O. Given the product [Br:1][C:2]1[CH:7]=[CH:6][C:5]([N:8]([CH2:17][C:18]2[CH:23]=[CH:22][C:21]([O:24][CH3:25])=[CH:20][CH:19]=2)[CH2:9][CH2:10][CH2:11][CH2:12][CH2:13][C:14]([O:16][CH3:28])=[O:15])=[C:4]([CH:26]=[O:27])[CH:3]=1, predict the reactants needed to synthesize it. (6) Given the product [F:1][C:2]1[CH:3]=[C:4]([C:20]2[C:25]([CH3:26])=[CH:24][CH:23]=[CH:22][N:21]=2)[CH:5]=[CH:6][C:7]=1[O:8][CH3:9], predict the reactants needed to synthesize it. The reactants are: [F:1][C:2]1[CH:3]=[C:4](B(O)O)[CH:5]=[CH:6][C:7]=1[O:8][CH3:9].C(=O)([O-])[O-].[Na+].[Na+].Br[C:20]1[C:25]([CH3:26])=[CH:24][CH:23]=[CH:22][N:21]=1.ClCCl. (7) The reactants are: Br[CH2:2][CH2:3][CH2:4][O:5][C:6]1[CH:11]=[CH:10][C:9]([C:12]2[N:16]=[C:15]([C:17]3[CH:18]=[CH:19][C:20]([O:25][CH:26]([CH3:28])[CH3:27])=[C:21]([CH:24]=3)[C:22]#[N:23])[O:14][N:13]=2)=[C:8]([Cl:29])[CH:7]=1.[CH3:30][NH2:31]. Given the product [Cl:29][C:8]1[CH:7]=[C:6]([O:5][CH2:4][CH2:3][CH2:2][NH:31][CH3:30])[CH:11]=[CH:10][C:9]=1[C:12]1[N:16]=[C:15]([C:17]2[CH:18]=[CH:19][C:20]([O:25][CH:26]([CH3:28])[CH3:27])=[C:21]([CH:24]=2)[C:22]#[N:23])[O:14][N:13]=1, predict the reactants needed to synthesize it. (8) Given the product [Cl:7][C:8]1[CH:13]=[CH:12][CH:11]=[CH:10][C:9]=1[C@@H:14]1[O:18][C:17]([CH3:19])([CH3:20])[O:16][C@H:15]1[CH2:21][OH:22], predict the reactants needed to synthesize it. The reactants are: [H-].[H-].[H-].[H-].[Li+].[Al+3].[Cl:7][C:8]1[CH:13]=[CH:12][CH:11]=[CH:10][C:9]=1[C@@H:14]1[O:18][C:17]([CH3:20])([CH3:19])[O:16][C@H:15]1[C:21](OC)=[O:22].